This data is from Full USPTO retrosynthesis dataset with 1.9M reactions from patents (1976-2016). The task is: Predict the reactants needed to synthesize the given product. (1) Given the product [Cl:1][C:2]1[CH:3]=[CH:4][C:5]([C@@H:8]([OH:14])[CH2:9][N:10]([CH2:11][CH2:12][OH:13])[CH2:24][CH:23]=[CH2:22])=[CH:6][CH:7]=1, predict the reactants needed to synthesize it. The reactants are: [Cl:1][C:2]1[CH:7]=[CH:6][C:5]([C@@H:8]([OH:14])[CH2:9][NH:10][CH2:11][CH2:12][OH:13])=[CH:4][CH:3]=1.C(N(CC)CC)C.[CH2:22](Br)[CH:23]=[CH2:24]. (2) Given the product [C:1]([O:7][C:8]1[CH:9]=[C:10]([CH2:14][C@H:15]([O:20][CH:26]([CH3:28])[CH3:27])[C:16]([O:18][CH3:19])=[O:17])[CH:11]=[CH:12][CH:13]=1)(=[O:6])[C:2]([CH3:5])([CH3:4])[CH3:3], predict the reactants needed to synthesize it. The reactants are: [C:1]([O:7][C:8]1[CH:9]=[C:10]([CH2:14][C@H:15]([OH:20])[C:16]([O:18][CH3:19])=[O:17])[CH:11]=[CH:12][CH:13]=1)(=[O:6])[C:2]([CH3:5])([CH3:4])[CH3:3].ClC(Cl)(Cl)C(O[CH:26]([CH3:28])[CH3:27])=N.COCCOC.FC(F)(F)S(O)(=O)=O.